From a dataset of Catalyst prediction with 721,799 reactions and 888 catalyst types from USPTO. Predict which catalyst facilitates the given reaction. (1) Reactant: [F:1][C:2]([F:26])([F:25])[C:3]1[CH:4]=[CH:5][C:6]([OH:24])=[C:7]([C:9]2[N:10]([C:15]3[N:20]=[C:19]([C:21]([OH:23])=[O:22])[CH:18]=[CH:17][CH:16]=3)[C:11]([CH3:14])=[CH:12][CH:13]=2)[CH:8]=1.[F:27][C:28]1[CH:35]=[CH:34][CH:33]=[C:32]([F:36])[C:29]=1[CH2:30]Br.C([O-])([O-])=O.[K+].[K+].O. Product: [F:27][C:28]1[CH:35]=[CH:34][CH:33]=[C:32]([F:36])[C:29]=1[CH2:30][O:22][C:21](=[O:23])[C:19]1[CH:18]=[CH:17][CH:16]=[C:15]([N:10]2[C:11]([CH3:14])=[CH:12][CH:13]=[C:9]2[C:7]2[CH:8]=[C:3]([C:2]([F:1])([F:25])[F:26])[CH:4]=[CH:5][C:6]=2[O:24][CH2:30][C:29]2[C:28]([F:27])=[CH:35][CH:34]=[CH:33][C:32]=2[F:36])[N:20]=1. The catalyst class is: 85. (2) Reactant: [Cl:1][C:2]1[N:7]=[C:6]([C:8]#[N:9])[C:5]([N+:10]([O-])=O)=[CH:4][CH:3]=1.C(O)(=O)C.[O-]S(S([O-])=O)=O.[Na+].[Na+].O=P12OP3(OP(OP(O3)(O1)=O)(=O)O2)=O. Product: [NH2:10][C:5]1[C:6]([C:8]#[N:9])=[N:7][C:2]([Cl:1])=[CH:3][CH:4]=1. The catalyst class is: 6. (3) Reactant: [Br:1][C:2]1[CH:10]=[C:9]2[C:5]([CH2:6][C:7](=[O:11])[NH:8]2)=[CH:4][CH:3]=1.[O:12]=[C:13]1[C:18]2=[CH:19][NH:20][C:21]([CH:22]=O)=[C:17]2[CH2:16][CH2:15][NH:14]1.N1CCCCC1. Product: [Br:1][C:2]1[CH:10]=[C:9]2[C:5]([C:6](=[CH:22][C:21]3[NH:20][CH:19]=[C:18]4[C:17]=3[CH2:16][CH2:15][NH:14][C:13]4=[O:12])[C:7](=[O:11])[NH:8]2)=[CH:4][CH:3]=1. The catalyst class is: 8. (4) Reactant: C1C=CC(P(C2C=CC=CC=2)C2C=CC=CC=2)=CC=1.II.[CH2:22]([O:29][N:30]1[C:36](=[O:37])[N:35]2[CH2:38][C@H:31]1[CH2:32][CH2:33][C@H:34]2[C:39]([NH:41][NH:42][C:43](=O)[CH2:44][C:45]1([NH:48][C:49](=[O:55])[O:50][C:51]([CH3:54])([CH3:53])[CH3:52])[CH2:47][CH2:46]1)=[O:40])[C:23]1[CH:28]=[CH:27][CH:26]=[CH:25][CH:24]=1. Product: [CH2:22]([O:29][N:30]1[C:36](=[O:37])[N:35]2[CH2:38][C@H:31]1[CH2:32][CH2:33][C@H:34]2[C:39]1[O:40][C:43]([CH2:44][C:45]2([NH:48][C:49](=[O:55])[O:50][C:51]([CH3:52])([CH3:53])[CH3:54])[CH2:47][CH2:46]2)=[N:42][N:41]=1)[C:23]1[CH:28]=[CH:27][CH:26]=[CH:25][CH:24]=1. The catalyst class is: 2. (5) Reactant: C1(C([N:6]([C:14]2[CH:19]=[C:18]([O:20][C:21]3[C:26]([CH3:27])=[CH:25][C:24]([N+:28]([O-:30])=[O:29])=[CH:23][N:22]=3)[CH:17]=[CH:16][N:15]=2)[C:7](=[O:13])[O:8][C:9]([CH3:12])([CH3:11])[CH3:10])=O)CC1. Product: [CH3:27][C:26]1[C:21]([O:20][C:18]2[CH:17]=[CH:16][N:15]=[C:14]([NH:6][C:7](=[O:13])[O:8][C:9]([CH3:11])([CH3:10])[CH3:12])[CH:19]=2)=[N:22][CH:23]=[C:24]([N+:28]([O-:30])=[O:29])[CH:25]=1. The catalyst class is: 89. (6) Reactant: [CH2:1]([O:4][C:5](=[O:41])[C@@H:6]([NH:33][C:34]([O:36][C:37]([CH3:40])([CH3:39])[CH3:38])=[O:35])[CH2:7][C:8]1[CH:32]=[CH:31][C:11]([O:12][C:13]([NH:15][C@H:16]([C:28](O)=[O:29])[CH2:17][CH2:18][CH2:19][NH:20][C:21]([O:23][C:24]([CH3:27])([CH3:26])[CH3:25])=[O:22])=[O:14])=[CH:10][CH:9]=1)[CH:2]=[CH2:3].[C:42]([S:61][CH2:62][C@@H:63]([C:65]([NH2:67])=[O:66])[NH2:64])([C:55]1[CH:60]=[CH:59][CH:58]=[CH:57][CH:56]=1)([C:49]1[CH:54]=[CH:53][CH:52]=[CH:51][CH:50]=1)[C:43]1[CH:48]=[CH:47][CH:46]=[CH:45][CH:44]=1.C(N(CC)C(C)C)(C)C.CN(C(ON1N=NC2C=CC=NC1=2)=[N+](C)C)C.F[P-](F)(F)(F)(F)F. Product: [CH2:1]([O:4][C:5](=[O:41])[C@@H:6]([NH:33][C:34]([O:36][C:37]([CH3:40])([CH3:39])[CH3:38])=[O:35])[CH2:7][C:8]1[CH:9]=[CH:10][C:11]([O:12][C:13]([NH:15][C@H:16]([C:28]([NH:64][C@H:63]([C:65]([NH2:67])=[O:66])[CH2:62][S:61][C:42]([C:49]2[CH:54]=[CH:53][CH:52]=[CH:51][CH:50]=2)([C:55]2[CH:56]=[CH:57][CH:58]=[CH:59][CH:60]=2)[C:43]2[CH:44]=[CH:45][CH:46]=[CH:47][CH:48]=2)=[O:29])[CH2:17][CH2:18][CH2:19][NH:20][C:21]([O:23][C:24]([CH3:27])([CH3:26])[CH3:25])=[O:22])=[O:14])=[CH:31][CH:32]=1)[CH:2]=[CH2:3]. The catalyst class is: 4. (7) Reactant: [CH2:1]([O:3][C:4]([C:6]1[NH:7][CH:8]=[C:9]([CH2:11][CH:12]2[CH2:16][CH2:15][CH2:14][CH2:13]2)[CH:10]=1)=[O:5])[CH3:2].C(=O)([O-])[O-].[Cs+].[Cs+].Br[CH2:24][C:25]1[CH:30]=[CH:29][C:28]([F:31])=[CH:27][C:26]=1[F:32].O. Product: [CH2:1]([O:3][C:4]([C:6]1[N:7]([CH2:24][C:25]2[CH:30]=[CH:29][C:28]([F:31])=[CH:27][C:26]=2[F:32])[CH:8]=[C:9]([CH2:11][CH:12]2[CH2:16][CH2:15][CH2:14][CH2:13]2)[CH:10]=1)=[O:5])[CH3:2]. The catalyst class is: 3. (8) Reactant: [Br:1][C:2]1[N:7]=[C:6]([C@@:8]([NH:18][C:19]([NH:21][C:22](=[O:29])[C:23]2[CH:28]=[CH:27][CH:26]=[CH:25][CH:24]=2)=S)([C@@H:10]([F:17])[C@H:11]([OH:16])[C:12]([F:15])([F:14])[F:13])[CH3:9])[C:5]([F:30])=[CH:4][CH:3]=1.CCN=C=NCCCN(C)C.Cl. Product: [Br:1][C:2]1[N:7]=[C:6]([C@:8]2([CH3:9])[C@@H:10]([F:17])[C@@H:11]([C:12]([F:15])([F:14])[F:13])[O:16][C:19]([NH:21][C:22](=[O:29])[C:23]3[CH:28]=[CH:27][CH:26]=[CH:25][CH:24]=3)=[N:18]2)[C:5]([F:30])=[CH:4][CH:3]=1. The catalyst class is: 10.